From a dataset of Forward reaction prediction with 1.9M reactions from USPTO patents (1976-2016). Predict the product of the given reaction. (1) The product is: [Cl:1][C:2]1[CH:7]=[CH:6][CH:5]=[C:4]([Cl:8])[C:3]=1[N:9]1[CH:19]=[C:20]([C:21]([F:24])([F:23])[F:22])[N:12]=[C:10]1[CH3:11]. Given the reactants [Cl:1][C:2]1[CH:7]=[CH:6][CH:5]=[C:4]([Cl:8])[C:3]=1[NH:9][C:10](=[NH:12])[CH3:11].C(=O)(O)[O-].[Na+].Br[CH2:19][C:20](=O)[C:21]([F:24])([F:23])[F:22].C1(C)C=CC(S(O)(=O)=O)=CC=1, predict the reaction product. (2) The product is: [C:4]([C:3]1[C:22](=[O:21])[CH:23]=[C:24]([CH2:25][CH:26]2[CH2:30][CH2:29][CH2:28][N:27]2[C:31]([O:33][CH2:34][C:35]2[CH:40]=[CH:39][CH:38]=[CH:37][CH:36]=2)=[O:32])[NH:1][C:2]=1[C:6]1[CH:11]=[CH:10][C:9]([O:12][C:13]2[CH:18]=[CH:17][CH:16]=[CH:15][CH:14]=2)=[CH:8][CH:7]=1)#[N:5]. Given the reactants [NH2:1][C:2]([C:6]1[CH:11]=[CH:10][C:9]([O:12][C:13]2[CH:18]=[CH:17][CH:16]=[CH:15][CH:14]=2)=[CH:8][CH:7]=1)=[CH:3][C:4]#[N:5].C([O:21][C:22](=O)[CH2:23][C:24](=O)[CH2:25][CH:26]1[CH2:30][CH2:29][CH2:28][N:27]1[C:31]([O:33][CH2:34][C:35]1[CH:40]=[CH:39][CH:38]=[CH:37][CH:36]=1)=[O:32])C.CO, predict the reaction product. (3) Given the reactants F[C:2]1[C:7](=[O:8])[NH:6][C:5](CC([O-])=O)=[N:4][C:3]=1N1CCOCC1.[Na+].[F:20][C:21]1[C:22](=[O:46])[NH:23][C:24]([CH2:33][C:34]([N:36]2[C:44]3[C:39](=[C:40]([F:45])[CH:41]=[CH:42][CH:43]=3)[CH2:38][CH2:37]2)=[O:35])=[N:25][C:26]=1[N:27]1[CH2:32][CH2:31][O:30][CH2:29][CH2:28]1, predict the reaction product. The product is: [N:4]1[CH:3]=[CH:2][C:7](=[O:8])[NH:6][CH:5]=1.[F:20][C:21]1[C:22](=[O:46])[NH:23][C:24]([CH2:33][C:34]([N:36]2[C:37]3[C:42](=[CH:41][C:40]([F:45])=[CH:39][CH:38]=3)[CH2:43][CH:44]2[CH3:2])=[O:35])=[N:25][C:26]=1[N:27]1[CH2:32][CH2:31][O:30][CH2:29][CH2:28]1. (4) Given the reactants [C:1]([C:3]([C:6]1[CH:7]=[C:8]([CH:12]=[CH:13][CH:14]=1)[C:9]([OH:11])=O)([CH3:5])[CH3:4])#[N:2].CN(C)C=O.[NH2:20][C:21]1[CH:22]=[CH:23][C:24]([O:28][CH3:29])=[C:25]([OH:27])[CH:26]=1.C(N(C(C)C)C(C)C)C, predict the reaction product. The product is: [C:1]([C:3]([C:6]1[CH:7]=[C:8]([CH:12]=[CH:13][CH:14]=1)[C:9]([NH:20][C:21]1[CH:22]=[CH:23][C:24]([O:28][CH3:29])=[C:25]([OH:27])[CH:26]=1)=[O:11])([CH3:4])[CH3:5])#[N:2]. (5) Given the reactants [CH3:1][O:2][C:3]([C:5]1([CH2:17][CH2:18][CH2:19][NH:20][CH2:21][C:22]2[CH:27]=[CH:26][CH:25]=[CH:24][CH:23]=2)[CH2:9][CH2:8][CH2:7][N:6]1C(OC(C)(C)C)=O)=[O:4].Cl.C(OCC)(=O)C, predict the reaction product. The product is: [CH3:1][O:2][C:3]([C:5]1([CH2:17][CH2:18][CH2:19][NH:20][CH2:21][C:22]2[CH:23]=[CH:24][CH:25]=[CH:26][CH:27]=2)[CH2:9][CH2:8][CH2:7][NH:6]1)=[O:4].